This data is from Peptide-MHC class I binding affinity with 185,985 pairs from IEDB/IMGT. The task is: Regression. Given a peptide amino acid sequence and an MHC pseudo amino acid sequence, predict their binding affinity value. This is MHC class I binding data. (1) The peptide sequence is RTMGWTEYQ. The MHC is HLA-A25:01 with pseudo-sequence HLA-A25:01. The binding affinity (normalized) is 0.0847. (2) The peptide sequence is LESAQPGLL. The MHC is HLA-B44:03 with pseudo-sequence HLA-B44:03. The binding affinity (normalized) is 0.100. (3) The peptide sequence is YTDKIAMSY. The MHC is HLA-B15:42 with pseudo-sequence HLA-B15:42. The binding affinity (normalized) is 0.213. (4) The peptide sequence is QENEIYTYF. The MHC is HLA-B35:01 with pseudo-sequence HLA-B35:01. The binding affinity (normalized) is 0.0847. (5) The peptide sequence is YILWENNIKL. The MHC is HLA-A02:01 with pseudo-sequence HLA-A02:01. The binding affinity (normalized) is 0.837.